From a dataset of Full USPTO retrosynthesis dataset with 1.9M reactions from patents (1976-2016). Predict the reactants needed to synthesize the given product. (1) Given the product [CH2:10]([O:12][C:13]([N:15]1[CH2:16][CH2:17][N:18]([CH:29]([C:26]2[CH:27]=[N:28][C:23]([O:22][CH3:21])=[CH:24][CH:25]=2)[C:9]#[C:8][C:4]2[CH:5]=[CH:6][CH:7]=[C:2]([Cl:1])[CH:3]=2)[CH2:19][CH2:20]1)=[O:14])[CH3:11], predict the reactants needed to synthesize it. The reactants are: [Cl:1][C:2]1[CH:3]=[C:4]([C:8]#[CH:9])[CH:5]=[CH:6][CH:7]=1.[CH2:10]([O:12][C:13]([N:15]1[CH2:20][CH2:19][NH:18][CH2:17][CH2:16]1)=[O:14])[CH3:11].[CH3:21][O:22][C:23]1[N:28]=[CH:27][C:26]([CH:29]=O)=[CH:25][CH:24]=1. (2) Given the product [C:2]1([NH:1][C:11]2[CH:18]=[CH:17][CH:16]=[C:15]([C:19]3[CH:20]=[CH:21][CH:22]=[CH:23][CH:24]=3)[C:12]=2[C:13]#[N:14])[CH:7]=[CH:6][CH:5]=[CH:4][CH:3]=1, predict the reactants needed to synthesize it. The reactants are: [NH2:1][C:2]1[CH:7]=[CH:6][CH:5]=[CH:4][CH:3]=1.[H-].[Na+].F[C:11]1[CH:18]=[CH:17][CH:16]=[C:15]([C:19]2[CH:24]=[CH:23][CH:22]=[CH:21][CH:20]=2)[C:12]=1[C:13]#[N:14].